This data is from Reaction yield outcomes from USPTO patents with 853,638 reactions. The task is: Predict the reaction yield, written as a fraction of the theoretical maximum amount of product (1.0 means a 100% yield; for example, 0.34 means a 34% yield). The reactants are [CH2:1]([O:3][C:4](=[O:17])[CH2:5][C:6]1[N:10]2[CH:11]=[C:12]([CH:15]=O)[CH:13]=[CH:14][C:9]2=[N:8][CH:7]=1)[CH3:2].[CH3:18][NH:19][CH3:20].C([BH3-])#N.[Na+].C([O-])(O)=O.[Na+]. The catalyst is C1COCC1.CO.C(O)(=O)C.O. The product is [CH2:1]([O:3][C:4](=[O:17])[CH2:5][C:6]1[N:10]2[CH:11]=[C:12]([CH2:15][N:19]([CH3:20])[CH3:18])[CH:13]=[CH:14][C:9]2=[N:8][CH:7]=1)[CH3:2]. The yield is 0.290.